This data is from Forward reaction prediction with 1.9M reactions from USPTO patents (1976-2016). The task is: Predict the product of the given reaction. (1) Given the reactants [Cl:1][C:2]1[CH:11]=[CH:10][C:5]([C:6]([O:8][CH3:9])=[O:7])=[CH:4][C:3]=1[S:12](Cl)(=[O:14])=[O:13].[CH:16]1([NH2:19])[CH2:18][CH2:17]1, predict the reaction product. The product is: [Cl:1][C:2]1[CH:11]=[CH:10][C:5]([C:6]([O:8][CH3:9])=[O:7])=[CH:4][C:3]=1[S:12](=[O:14])(=[O:13])[NH:19][CH:16]1[CH2:18][CH2:17]1. (2) Given the reactants C[O:2][C:3](=[O:33])[CH2:4][CH:5]1[CH2:13][C:12]2[C:7](=[CH:8][CH:9]=[CH:10][C:11]=2[S:14]([N:17]2[CH2:22][CH2:21][N:20]([C:23]3[CH:28]=[CH:27][C:26]([C:29]([F:32])([F:31])[F:30])=[CH:25][CH:24]=3)[CH2:19][CH2:18]2)(=[O:16])=[O:15])[CH2:6]1, predict the reaction product. The product is: [F:32][C:29]([F:30])([F:31])[C:26]1[CH:27]=[CH:28][C:23]([N:20]2[CH2:19][CH2:18][N:17]([S:14]([C:11]3[CH:10]=[CH:9][CH:8]=[C:7]4[C:12]=3[CH2:13][CH:5]([CH2:4][C:3]([OH:33])=[O:2])[CH2:6]4)(=[O:15])=[O:16])[CH2:22][CH2:21]2)=[CH:24][CH:25]=1. (3) Given the reactants [Cl:1][C:2]1[CH:3]=[C:4]([O:13][C:14]2[CH:22]=[CH:21][C:17]3[NH:18][CH:19]=[N:20][C:16]=3[CH:15]=2)[CH:5]=[CH:6][C:7]=1[CH:8]1OCC[O:9]1.[OH-].[Na+], predict the reaction product. The product is: [NH:18]1[C:17]2[CH:21]=[CH:22][C:14]([O:13][C:4]3[CH:5]=[CH:6][C:7]([CH:8]=[O:9])=[C:2]([Cl:1])[CH:3]=3)=[CH:15][C:16]=2[N:20]=[CH:19]1. (4) Given the reactants [C:1]([NH:8][CH2:9][C:10]([OH:12])=O)([O:3][C:4]([CH3:7])([CH3:6])[CH3:5])=[O:2].CN(C(ON1N=NC2C=CC=NC1=2)=[N+](C)C)C.F[P-](F)(F)(F)(F)F.CCN(C(C)C)C(C)C.FC(F)(F)C(O)=O.[CH3:53][CH:54]([O:56][C:57]1[CH:64]=[CH:63][C:62]([C:65]2[S:66][C:67]([N:70]3[C:78]([CH3:79])=[C:73]4[CH2:74][NH:75][CH2:76][CH2:77][C:72]4=[N:71]3)=[N:68][N:69]=2)=[CH:61][C:58]=1[C:59]#[N:60])[CH3:55], predict the reaction product. The product is: [C:59]([C:58]1[CH:61]=[C:62]([C:65]2[S:66][C:67]([N:70]3[C:78]([CH3:79])=[C:73]4[CH2:74][N:75]([C:10](=[O:12])[CH2:9][NH:8][C:1](=[O:2])[O:3][C:4]([CH3:5])([CH3:6])[CH3:7])[CH2:76][CH2:77][C:72]4=[N:71]3)=[N:68][N:69]=2)[CH:63]=[CH:64][C:57]=1[O:56][CH:54]([CH3:55])[CH3:53])#[N:60]. (5) The product is: [CH3:36][O:35][C:33](=[O:34])[O:14][C:13]1[C:12]2([CH2:19][CH2:18][N:17]([O:20][CH3:21])[CH2:16][CH2:15]2)[NH:11][C:10](=[O:22])[C:9]=1[C:3]1[CH:4]=[C:5]([CH3:8])[CH:6]=[CH:7][C:2]=1[CH3:1]. Given the reactants [CH3:1][C:2]1[CH:7]=[CH:6][C:5]([CH3:8])=[CH:4][C:3]=1[C:9]1[C:10](=[O:22])[NH:11][C:12]2([CH2:19][CH2:18][N:17]([O:20][CH3:21])[CH2:16][CH2:15]2)[C:13]=1[OH:14].C(N(C(C)C)C(C)C)C.Cl[C:33]([O:35][CH3:36])=[O:34], predict the reaction product. (6) Given the reactants [N:1]([C:4]1[CH:5]=[C:6]([CH:10]=[CH:11][C:12]=1[CH3:13])[C:7]([OH:9])=[O:8])=[N+:2]=[N-:3].[C:14]([C:16]1[CH:17]=[C:18]([O:22][CH3:23])[CH:19]=[N:20][CH:21]=1)#[CH:15].ClC1N=CC(C2N=NN(C3C=C(C=CC=3C)C(O)=O)C=2)=CC=1, predict the reaction product. The product is: [CH3:23][O:22][C:18]1[CH:17]=[C:16]([C:14]2[N:3]=[N:2][N:1]([C:4]3[CH:5]=[C:6]([CH:10]=[CH:11][C:12]=3[CH3:13])[C:7]([OH:9])=[O:8])[CH:15]=2)[CH:21]=[N:20][CH:19]=1. (7) Given the reactants [Br:1][C:2]1[CH:10]=[C:9]2[C:5](/[C:6](=[CH:12]/[C:13]3[CH:18]=[CH:17][CH:16]=[C:15]([Cl:19])[CH:14]=3)/[C:7](=[O:11])[NH:8]2)=[CH:4][CH:3]=1.[F:20][C:21]1[CH:22]=[CH:23][C:24]([CH3:36])=[C:25]([CH:27]=[N:28][C:29]([O:31][Si](C)(C)C)=[CH2:30])[CH:26]=1, predict the reaction product. The product is: [Br:1][C:2]1[CH:10]=[C:9]2[NH:8][C:7](=[O:11])[C:6]3([CH:12]([C:13]4[CH:18]=[CH:17][CH:16]=[C:15]([Cl:19])[CH:14]=4)[CH2:30][C:29](=[O:31])[NH:28][CH:27]3[C:25]3[CH:26]=[C:21]([F:20])[CH:22]=[CH:23][C:24]=3[CH3:36])[C:5]2=[CH:4][CH:3]=1. (8) Given the reactants [Cl:1][C:2]1[CH:11]=[C:10]2[C:5]([CH:6]=[CH:7][NH:8][C:9]2=[O:12])=[CH:4][C:3]=1[O:13][CH:14]1[CH2:19][CH2:18][NH:17][CH2:16][CH2:15]1.C(N(CC)CC)C.C(O)(=O)C.[CH2:31]([O:33][C:34](=[O:37])[CH:35]=O)[CH3:32].C([BH3-])#N.[Na+], predict the reaction product. The product is: [CH2:31]([O:33][C:34](=[O:37])[CH2:35][N:17]1[CH2:18][CH2:19][CH:14]([O:13][C:3]2[CH:4]=[C:5]3[C:10](=[CH:11][C:2]=2[Cl:1])[C:9](=[O:12])[NH:8][CH:7]=[CH:6]3)[CH2:15][CH2:16]1)[CH3:32]. (9) Given the reactants [Cl:1][C:2]1[C:3](=[O:10])[N:4]([CH3:9])[N:5]=[CH:6][C:7]=1Cl.[C:11]([O-])([O-])=[O:12].[K+].[K+], predict the reaction product. The product is: [Cl:1][C:2]1[C:3](=[O:10])[N:4]([CH3:9])[N:5]=[CH:6][C:7]=1[O:12][CH3:11].